Dataset: hERG potassium channel inhibition data for cardiac toxicity prediction from Karim et al.. Task: Regression/Classification. Given a drug SMILES string, predict its toxicity properties. Task type varies by dataset: regression for continuous values (e.g., LD50, hERG inhibition percentage) or binary classification for toxic/non-toxic outcomes (e.g., AMES mutagenicity, cardiotoxicity, hepatotoxicity). Dataset: herg_karim. (1) The drug is O=C(CNc1ncnc2ccc(C(F)(F)F)cc12)NC1CN(C2CCC(c3ccccc3O)CC2)C1. The result is 1 (blocker). (2) The molecule is Nc1ccc(-c2ccccc2F)cc1NC(=O)c1ccc(CN2CCC3(CCCN3)CC2)cc1. The result is 1 (blocker). (3) The drug is Cc1ccc(Cc2cccc(COc3ccc(C)cc3)[n+]2C)cc1. The result is 1 (blocker). (4) The compound is COc1cc(Nc2nc3c(cc2F)ncn3[C@@H](CO)c2ccc(F)cn2)[nH]n1. The result is 0 (non-blocker). (5) The compound is C[C@H](c1ccccn1)c1c(CCN2CCCC2)sc2ccccc12. The result is 1 (blocker). (6) The result is 1 (blocker). The molecule is CC(C)(C)c1[nH]c2ccccc2c1C1CCCN(Cc2ccc(/C=C/C(=O)NO)cc2Cl)C1. (7) The compound is COc1ccc2c(c1)N(CCN1CCC(NCc3cc4c(cn3)OCCO4)CC1)C(=O)CO2. The result is 0 (non-blocker). (8) The molecule is O=c1cnc2ccc(F)c3c2n1C[C@@]3(O)CN1CCC(NCc2cc3c(cn2)OCCO3)CC1. The result is 0 (non-blocker). (9) The molecule is CCSc1ccccc1C(=O)N(CC1CCC1)[C@H]1CCNC1. The result is 1 (blocker). (10) The molecule is Cc1cc(NCc2c(C)cccc2C)c2cccc(C(N)=O)c2n1. The result is 1 (blocker).